From a dataset of Forward reaction prediction with 1.9M reactions from USPTO patents (1976-2016). Predict the product of the given reaction. Given the reactants Br[C:2]1[CH:7]=[CH:6][N:5]2[CH:8]=[CH:9][N:10]=[C:4]2[CH:3]=1.B1(B2OC(C)(C)C(C)(C)O2)OC(C)(C)C(C)(C)O1.CC([O-])=O.[K+].Br[C:35]1[CH:40]=[CH:39][C:38]([C:41]2[N:45]([CH2:46][C@@H:47]3[CH2:51][CH2:50][N:49]([C:52]([CH:54]4[CH2:56][CH2:55]4)=[O:53])[CH2:48]3)[CH:44]=[N:43][N:42]=2)=[CH:37][CH:36]=1.C([O-])([O-])=O.[K+].[K+], predict the reaction product. The product is: [CH:54]1([C:52]([N:49]2[CH2:50][CH2:51][C@@H:47]([CH2:46][N:45]3[CH:44]=[N:43][N:42]=[C:41]3[C:38]3[CH:39]=[CH:40][C:35]([C:2]4[CH:7]=[CH:6][N:5]5[CH:8]=[CH:9][N:10]=[C:4]5[CH:3]=4)=[CH:36][CH:37]=3)[CH2:48]2)=[O:53])[CH2:56][CH2:55]1.